From a dataset of Full USPTO retrosynthesis dataset with 1.9M reactions from patents (1976-2016). Predict the reactants needed to synthesize the given product. (1) Given the product [Cl:5][C:6]1[CH:7]=[CH:8][C:9]2[N:10]([CH:12]=[C:13]([NH:15][C:28]([C@H:24]3[CH2:25][CH2:26][CH2:27][N:23]3[C:21]([O:20][C:16]([CH3:19])([CH3:18])[CH3:17])=[O:22])=[O:29])[N:14]=2)[N:11]=1, predict the reactants needed to synthesize it. The reactants are: C(Cl)CCl.[Cl:5][C:6]1[CH:7]=[CH:8][C:9]2[N:10]([CH:12]=[C:13]([NH2:15])[N:14]=2)[N:11]=1.[C:16]([O:20][C:21]([N:23]1[CH2:27][CH2:26][CH2:25][C@@H:24]1[C:28](O)=[O:29])=[O:22])([CH3:19])([CH3:18])[CH3:17].O. (2) Given the product [F:1][C:2]1[CH:3]=[C:4]([N:9]2[C:14](=[O:15])[C:13]([O:16][CH2:50][CH2:49][CH:48]([C:47]([F:54])([F:53])[F:46])[CH3:52])=[C:12]([C:17]3[CH:22]=[CH:21][C:20]([S:23]([CH3:26])(=[O:25])=[O:24])=[CH:19][CH:18]=3)[CH:11]=[N:10]2)[CH:5]=[CH:6][C:7]=1[F:8], predict the reactants needed to synthesize it. The reactants are: [F:1][C:2]1[CH:3]=[C:4]([N:9]2[C:14](=[O:15])[C:13]([OH:16])=[C:12]([C:17]3[CH:22]=[CH:21][C:20]([S:23]([CH3:26])(=[O:25])=[O:24])=[CH:19][CH:18]=3)[CH:11]=[N:10]2)[CH:5]=[CH:6][C:7]=1[F:8].C1C=CC(P(C2C=CC=CC=2)C2C=CC=CC=2)=CC=1.[F:46][C:47]([F:54])([F:53])[CH:48]([CH3:52])[CH2:49][CH2:50]O.CC(OC(/N=N/C(OC(C)C)=O)=O)C. (3) Given the product [F:1][C:2]([F:10])([F:11])[C:3]1[CH:4]=[C:5]([CH:6]=[CH:7][CH:8]=1)[O:9][C:13]1[N:14]=[C:15]([OH:23])[C:16]2[CH:22]=[CH:21][N:20]=[CH:19][C:17]=2[N:18]=1, predict the reactants needed to synthesize it. The reactants are: [F:1][C:2]([F:11])([F:10])[C:3]1[CH:4]=[C:5]([OH:9])[CH:6]=[CH:7][CH:8]=1.Cl[C:13]1[N:14]=[C:15]([OH:23])[C:16]2[CH:22]=[CH:21][N:20]=[CH:19][C:17]=2[N:18]=1. (4) Given the product [Cl:1][C:2]1[CH:3]=[C:4]([CH:17]=[CH:18][C:19]=1[Cl:20])[CH2:5][NH:6][C:7](=[O:8])[NH:9][C:10]1[S:11][CH:12]=[C:13]([CH2:15][NH:23][CH2:24][CH2:25][CH2:26][P:27](=[O:28])([OH:30])[OH:29])[N:14]=1, predict the reactants needed to synthesize it. The reactants are: [Cl:1][C:2]1[CH:3]=[C:4]([CH:17]=[CH:18][C:19]=1[Cl:20])[CH2:5][NH:6][C:7]([NH:9][C:10]1[S:11][CH:12]=[C:13]([CH:15]=O)[N:14]=1)=[O:8].[OH-].[Na+].[NH2:23][CH2:24][CH2:25][CH2:26][P:27](=[O:30])([OH:29])[OH:28].C([BH3-])#N.[Na+]. (5) Given the product [I:1][C:2]1[CH:3]=[CH:4][C:5]2[N:6]([CH:8]=[C:9]([C:11]3[CH:18]=[CH:17][C:14]([C:15]4[O:16][CH:30]=[N:29][CH:28]=4)=[CH:13][CH:12]=3)[N:10]=2)[CH:7]=1, predict the reactants needed to synthesize it. The reactants are: [I:1][C:2]1[CH:3]=[CH:4][C:5]2[N:6]([CH:8]=[C:9]([C:11]3[CH:18]=[CH:17][C:14]([CH:15]=[O:16])=[CH:13][CH:12]=3)[N:10]=2)[CH:7]=1.C1(C)C=CC(S([CH2:28][N+:29]#[C-:30])(=O)=O)=CC=1.C(=O)([O-])[O-].[K+].[K+]. (6) Given the product [NH2:57][C:58]1[CH:63]=[C:62]([F:64])[C:61]([O:65][C:2]2[CH:7]=[CH:6][N:5]=[C:4]([C:8]([NH2:10])=[O:9])[CH:3]=2)=[C:60]([F:66])[CH:59]=1, predict the reactants needed to synthesize it. The reactants are: Cl[C:2]1[CH:7]=[CH:6][N:5]=[C:4]([C:8]([NH2:10])=[O:9])[CH:3]=1.FC(F)(F)C(O)=O.NC1C(C2C=CC(CC(N)=O)=CC=2)=C(OC2C=CC(NC(NC(=O)CC3C=CC(F)=CC=3)=O)=CC=2F)C=CN=1.[NH2:57][C:58]1[CH:63]=[C:62]([F:64])[C:61]([OH:65])=[C:60]([F:66])[CH:59]=1. (7) Given the product [CH3:1][O:2][C:3]1[CH:4]=[CH:5][C:6]([C:17](=[O:20])[CH:18]([CH3:19])[C:26]([O:29][CH3:30])=[O:31])=[C:7]2[C:12]=1[N:11]=[C:10]([C:13]([F:14])([F:15])[F:16])[CH:9]=[CH:8]2, predict the reactants needed to synthesize it. The reactants are: [CH3:1][O:2][C:3]1[CH:4]=[CH:5][C:6]([C:17](=[O:20])[CH2:18][CH3:19])=[C:7]2[C:12]=1[N:11]=[C:10]([C:13]([F:16])([F:15])[F:14])[CH:9]=[CH:8]2.[H-].[Na+].CO.O.[C:26](=[O:31])([O:29][CH3:30])OC. (8) The reactants are: CS(O[CH2:6][C:7]1([CH2:10][O:11][C:12]2[C:17]([F:18])=[CH:16][C:15]([Br:19])=[CH:14][C:13]=2[F:20])[CH2:9][CH2:8]1)(=O)=O.[C-:21]#[N:22].[Na+]. Given the product [Br:19][C:15]1[CH:16]=[C:17]([F:18])[C:12]([O:11][CH2:10][C:7]2([CH2:6][C:21]#[N:22])[CH2:9][CH2:8]2)=[C:13]([F:20])[CH:14]=1, predict the reactants needed to synthesize it.